From a dataset of Full USPTO retrosynthesis dataset with 1.9M reactions from patents (1976-2016). Predict the reactants needed to synthesize the given product. (1) Given the product [CH:45]1([C@H:2]([NH:1][C:87]([C@@H:60]2[CH2:61][CH2:62][CH2:63][CH2:64][N:65]2[CH:78]([CH3:80])[CH3:79])=[O:88])[C:3]([NH:5][C@@H:6]([C:41]([CH3:42])([CH3:44])[CH3:43])[C:7]([N:9]2[C@H:20]([C:21]([NH:23][C@:24]3([C:29](=[O:40])[NH:30][S:31]([C:34]4([CH2:37][CH2:38][CH3:39])[CH2:36][CH2:35]4)(=[O:32])=[O:33])[CH2:26][C@H:25]3[CH:27]=[CH2:28])=[O:22])[CH2:19][C@:11]3([C:16]([CH3:18])([CH3:17])[C:12]43[CH2:13][CH2:14][CH2:15]4)[CH2:10]2)=[O:8])=[O:4])[CH2:50][CH2:49][CH2:48][CH2:47][CH2:46]1, predict the reactants needed to synthesize it. The reactants are: [NH2:1][C@@H:2]([CH:45]1[CH2:50][CH2:49][CH2:48][CH2:47][CH2:46]1)[C:3]([NH:5][C@@H:6]([C:41]([CH3:44])([CH3:43])[CH3:42])[C:7]([N:9]1[C@H:20]([C:21]([NH:23][C@:24]2([C:29](=[O:40])[NH:30][S:31]([C:34]3([CH2:37][CH2:38][CH3:39])[CH2:36][CH2:35]3)(=[O:33])=[O:32])[CH2:26][C@H:25]2[CH:27]=[CH2:28])=[O:22])[CH2:19][C@:11]2([C:16]([CH3:18])([CH3:17])[C:12]32[CH2:15][CH2:14][CH2:13]3)[CH2:10]1)=[O:8])=[O:4].CN(C(ON1N=N[C:61]2[CH:62]=[CH:63][CH:64]=[N:65][C:60]1=2)=[N+](C)C)C.F[P-](F)(F)(F)(F)F.CCN(C(C)C)[CH:78]([CH3:80])[CH3:79].CN([CH:87]=[O:88])C. (2) Given the product [C:33]([N:17]1[C:18](=[O:22])[C:19]([CH3:21])=[CH:20][N:15]([CH:11]2[CH2:12][CH2:13][CH2:14][CH:9]([O:8][Si:1]([C:4]([CH3:7])([CH3:5])[CH3:6])([CH3:3])[CH3:2])[CH2:10]2)[C:16]1=[O:23])(=[O:40])[C:34]1[CH:39]=[CH:38][CH:37]=[CH:36][CH:35]=1, predict the reactants needed to synthesize it. The reactants are: [Si:1]([O:8][CH:9]1[CH2:14][CH2:13][CH2:12][CH:11]([N:15]2[CH:20]=[C:19]([CH3:21])[C:18](=[O:22])[NH:17][C:16]2=[O:23])[CH2:10]1)([C:4]([CH3:7])([CH3:6])[CH3:5])([CH3:3])[CH3:2].CCN(C(C)C)C(C)C.[C:33](Cl)(=[O:40])[C:34]1[CH:39]=[CH:38][CH:37]=[CH:36][CH:35]=1.C([O-])(O)=O.[Na+]. (3) Given the product [F:13][C:2]1([F:1])[O:3][C:4]2=[CH:10][C:9]3[N:11]=[CH:16][C:15]([C:18]4[CH:23]=[CH:22][C:21]([C:24]([F:25])([F:26])[F:27])=[CH:20][CH:19]=4)=[N:12][C:8]=3[CH:7]=[C:5]2[O:6]1, predict the reactants needed to synthesize it. The reactants are: [F:1][C:2]1([F:13])[O:6][C:5]2[CH:7]=[C:8]([NH2:12])[C:9]([NH2:11])=[CH:10][C:4]=2[O:3]1.O=[C:15]([C:18]1[CH:23]=[CH:22][C:21]([C:24]([F:27])([F:26])[F:25])=[CH:20][CH:19]=1)[CH:16]=O. (4) Given the product [F:1][C:2]1[CH:7]=[CH:6][C:5]([C@@H:8]([NH:10][C:11]2[S:12][C:13]([C:18]3[CH:26]=[CH:25][C:21]([C:22]([Cl:29])=[O:23])=[CH:20][CH:19]=3)([CH3:17])[C:14](=[O:16])[N:15]=2)[CH3:9])=[CH:4][CH:3]=1, predict the reactants needed to synthesize it. The reactants are: [F:1][C:2]1[CH:7]=[CH:6][C:5]([C@@H:8]([NH:10][C:11]2[S:12][C:13]([C:18]3[CH:26]=[CH:25][C:21]([C:22](O)=[O:23])=[CH:20][CH:19]=3)([CH3:17])[C:14](=[O:16])[N:15]=2)[CH3:9])=[CH:4][CH:3]=1.S(Cl)([Cl:29])=O.